Task: Binary Classification. Given a miRNA mature sequence and a target amino acid sequence, predict their likelihood of interaction.. Dataset: Experimentally validated miRNA-target interactions with 360,000+ pairs, plus equal number of negative samples (1) The miRNA is hsa-miR-1915-3p with sequence CCCCAGGGCGACGCGGCGGG. The protein sequence of the target gene is MTKLGFLRLSYEKQDTLLKLLILSMAAVLSFSTRLFAVLRFESVIHEFDPYFNYRTTRFLAEEGFYKFHNWFDDRAWYPLGRIIGGTIYPGLMITSAAIYHVLHFFHITIDIRNVCVFLAPLFSSFTTIVTYHLTKELKDAGAGLLAAAMIAVVPGYISRSVAGSYDNEGIAIFCMLLTYYMWIKAVKTGSIYWAAKCALAYFYMVSSWGGYVFLINLIPLHVLVLMLTGRFSHRIYVAYCTVYCLGTILSMQISFVGFQPVLSSEHMAAFGVFGLCQIHAFVDYLRSKLNPQQFEVLFR.... Result: 0 (no interaction). (2) The miRNA is hsa-miR-122-3p with sequence AACGCCAUUAUCACACUAAAUA. The protein sequence of the target gene is MSRQAKDDFLRHYTVSDPRTHPKGYTEYKVTAQFISKKDPEDVKEVVVWKRYSDFRKLHGDLAYTHRNLFRRLEEFPAFPRAQVFGRFEASVIEERRKGAEDLLRFTVHIPALNNSPQLKEFFRGGEVTRPLEVSRDLHILPPPLIPTPPPDDPRLSQLLPAERRGLEELEVPVDPPPSSPAQEALDLLFNCESTEEASGSPARGPLTEAELALFDPFSKEEGAAPSPTHVAELATMEVESARLDQEPWEPGGQEEEEDGEGGPTPAYLSQATELITQALRDEKAGAYAAALQGYRDGVH.... Result: 0 (no interaction). (3) The miRNA is hsa-miR-507 with sequence UUUUGCACCUUUUGGAGUGAA. The protein sequence of the target gene is MFSVRIVTADYYMASPLPGLDTCQSPLTQLPVKKVPVVRVFGATPAGQKTCLHLHGIFPYLYVPYDGYGQQPESYLSQMAFSIDRALNVALGNPSSTAQHVFKVSLVSGMPFYGYHEKERHFMKIYLYNPAMVKRICELLQSGAIMNKCYQPHEAHIPYLLQLFIDYNLYGMNLINLAAVKFRKARRKGNASHATGLFKHQLSGNSPAGTLFRWEEDEIPSSLLLEGVEPLSTCELEVDAVAADILNRLDIEAQIGGNPGLQAIWEDEKQRRRNRNESSQISQPESQDCRFVPATESEKQ.... Result: 0 (no interaction). (4) The miRNA is hsa-miR-100-3p with sequence CAAGCUUGUAUCUAUAGGUAUG. The protein sequence of the target gene is MDPEQSVKGTKKAEGSPRKRLTKGEAIQTSVSSSVPYPGSGTAATQESPAQELLAPQPFPGPSSVLREGSQEKTGQQQKPPKRPPIEASVHISQLPQHPLTPAFMSPGKPEHLLEGSTWQLVDPMRPGPSGSFVAPGLHPQSQLLPSHASIIPPEDLPGVPKVFVPRPSQVSLKPTEEAHKKERKPQKPGKYICQYCSRPCAKPSVLQKHIRSHTGERPYPCGPCGFSFKTKSNLYKHRKSHAHRIKAGLASGMGGEMYPHGLEMERIPGEEFEEPTEGESTDSEEETSATSGHPAELSP.... Result: 1 (interaction). (5) The miRNA is hsa-miR-181d-5p with sequence AACAUUCAUUGUUGUCGGUGGGU. The protein sequence of the target gene is MANQVNGNAVQLKEEEEPMDTSSVTHTEHYKTLIEAGLPQKVAERLDEIFQTGLVAYVDLDERAIDALREFNEEGALSVLQQFKESDLSHVQNKSAFLCGVMKTYRQREKQGSKVQESTKGPDEAKIKALLERTGYTLDVTTGQRKYGGPPPDSVYSGVQPGIGTEVFVGKIPRDLYEDELVPLFEKAGPIWDLRLMMDPLSGQNRGYAFITFCGKEAAQEAVKLCDSYEIRPGKHLGVCISVANNRLFVGSIPKNKTKENILEEFSKVTEGLVDVILYHQPDDKKKNRGFCFLEYEDHK.... Result: 0 (no interaction). (6) The miRNA is hsa-miR-335-5p with sequence UCAAGAGCAAUAACGAAAAAUGU. The protein sequence of the target gene is MPRPGHPRPASGPPRLGPWERPTELCLETYDKPPQPPPSRRTRRPDPKDPGHHGPESITFISGSAEPALESPTCCLLWRPWVWEWCRAAFCFRRCRDCLQRCGACVRGCSPCLSTEDSTEGTAEANWAKEHNGVPPSPDRAPPSRRDGQRLKSTMGSSFSYPDVKLKGIPVYPYPRATSPAPDADSCCKEPLADPPPMRHSLPSTFASSPRGSEEYYSFHESDLDLPEMGSGSMSSREIDVLIFKKLTELFSVHQIDELAKCTSDTVFLEKTSKISDLISSITQDYHLDEQDAEGRLVRG.... Result: 1 (interaction). (7) The miRNA is hsa-miR-19b-2-5p with sequence AGUUUUGCAGGUUUGCAUUUCA. The protein sequence of the target gene is MEHGSIITQARREDALVLTKQGLVSKSSPKKPRGRSIFKALLCCFHTQHVVQSSSSTELTHKEEANTIAKSDLLQCLQYQFYQIPGTCLLPEVTEQDQGRICVVIDLDETLVHSSFKPINNADFIVPVEIEGTTHQVYVLKRPYVDEFLRRMGELFECVLFTASLAKYADPVTDLLDRCGVFRARLFREACVFHQGCYVKDLSRLGRDLRKTVILDNSPASYIFHPENAVPVQSWFDDMADTELLNLIPVFEELSGTDDVYTSLGQLRAP. Result: 0 (no interaction).